Dataset: Peptide-MHC class II binding affinity with 134,281 pairs from IEDB. Task: Regression. Given a peptide amino acid sequence and an MHC pseudo amino acid sequence, predict their binding affinity value. This is MHC class II binding data. The peptide sequence is GELQIVDVIDAAFKI. The MHC is DRB1_1501 with pseudo-sequence DRB1_1501. The binding affinity (normalized) is 0.567.